This data is from Merck oncology drug combination screen with 23,052 pairs across 39 cell lines. The task is: Regression. Given two drug SMILES strings and cell line genomic features, predict the synergy score measuring deviation from expected non-interaction effect. (1) Drug 1: COC12C(COC(N)=O)C3=C(C(=O)C(C)=C(N)C3=O)N1CC1NC12. Drug 2: CS(=O)(=O)CCNCc1ccc(-c2ccc3ncnc(Nc4ccc(OCc5cccc(F)c5)c(Cl)c4)c3c2)o1. Cell line: UACC62. Synergy scores: synergy=18.7. (2) Cell line: NCIH520. Drug 2: CS(=O)(=O)CCNCc1ccc(-c2ccc3ncnc(Nc4ccc(OCc5cccc(F)c5)c(Cl)c4)c3c2)o1. Drug 1: CCN(CC)CCNC(=O)c1c(C)[nH]c(C=C2C(=O)Nc3ccc(F)cc32)c1C. Synergy scores: synergy=14.8. (3) Drug 1: Nc1ccn(C2OC(CO)C(O)C2(F)F)c(=O)n1. Cell line: RKO. Drug 2: CC(C)CC(NC(=O)C(Cc1ccccc1)NC(=O)c1cnccn1)B(O)O. Synergy scores: synergy=-13.6. (4) Drug 1: COc1cccc2c1C(=O)c1c(O)c3c(c(O)c1C2=O)CC(O)(C(=O)CO)CC3OC1CC(N)C(O)C(C)O1. Drug 2: Cc1nc(Nc2ncc(C(=O)Nc3c(C)cccc3Cl)s2)cc(N2CCN(CCO)CC2)n1. Cell line: T47D. Synergy scores: synergy=47.2. (5) Drug 1: O=C(NOCC(O)CO)c1ccc(F)c(F)c1Nc1ccc(I)cc1F. Drug 2: Cn1c(=O)n(-c2ccc(C(C)(C)C#N)cc2)c2c3cc(-c4cnc5ccccc5c4)ccc3ncc21. Cell line: A427. Synergy scores: synergy=56.3.